From a dataset of Catalyst prediction with 721,799 reactions and 888 catalyst types from USPTO. Predict which catalyst facilitates the given reaction. (1) Reactant: C[Al](C)C.[C:5]1([SH:11])[CH:10]=[CH:9][CH:8]=CC=1.[OH:12][CH:13]([CH2:18][CH3:19])[CH2:14][C:15]([O-:17])=[O:16].Cl. Product: [S:11]1[CH:8]=[CH:9][CH:10]=[C:5]1[O:17][C:15](=[O:16])[CH2:14][CH:13]([OH:12])[CH2:18][CH3:19]. The catalyst class is: 4. (2) Reactant: [I:1][CH3:2].[N:3]12[CH2:11][CH2:10][CH:7]([CH2:8][CH2:9]1)[N:6]([C:12]1[CH:13]=[C:14]3[C:19](=[CH:20][CH:21]=1)[N:18]=[C:17]([C:22]1[CH:27]=[CH:26][CH:25]=[C:24]([Cl:28])[CH:23]=1)[N:16]([CH3:29])[C:15]3=[O:30])[CH2:5][CH2:4]2. Product: [I-:1].[Cl:28][C:24]1[CH:23]=[C:22]([C:17]2[N:16]([CH3:29])[C:15](=[O:30])[C:14]3[C:19](=[CH:20][CH:21]=[C:12]([N:6]4[CH:7]5[CH2:8][CH2:9][N+:3]([CH3:2])([CH2:11][CH2:10]5)[CH2:4][CH2:5]4)[CH:13]=3)[N:18]=2)[CH:27]=[CH:26][CH:25]=1. The catalyst class is: 1.